Dataset: Reaction yield outcomes from USPTO patents with 853,638 reactions. Task: Predict the reaction yield, written as a fraction of the theoretical maximum amount of product (1.0 means a 100% yield; for example, 0.34 means a 34% yield). (1) The reactants are [C:9](O[C:9]([O:11][C:12]([CH3:15])([CH3:14])[CH3:13])=[O:10])([O:11][C:12]([CH3:15])([CH3:14])[CH3:13])=[O:10].[CH2:16]([NH2:19])[CH2:17][NH2:18]. The catalyst is C(Cl)(Cl)Cl. The product is [C:9]([NH:18][CH2:17][CH2:16][NH2:19])([O:11][C:12]([CH3:13])([CH3:14])[CH3:15])=[O:10]. The yield is 0.510. (2) The reactants are [N+:1]([C:4]1[CH:20]=[CH:19][C:7]([C:8]([NH:10][C:11]([CH2:14][C:15]([CH3:18])([CH3:17])[CH3:16])([CH3:13])[CH3:12])=[O:9])=[CH:6][CH:5]=1)([O-])=O.[H][H]. The catalyst is C(OCC)(=O)C.[Pd]. The product is [NH2:1][C:4]1[CH:20]=[CH:19][C:7]([C:8]([NH:10][C:11]([CH2:14][C:15]([CH3:18])([CH3:17])[CH3:16])([CH3:12])[CH3:13])=[O:9])=[CH:6][CH:5]=1. The yield is 0.760. (3) The reactants are [CH3:1][O:2][C:3]1[CH:8]=[CH:7][C:6]([C:9]2[N:10]=[N:11][N:12]([CH3:14])[N:13]=2)=[CH:5][C:4]=1[CH2:15]O.C1(P(C2C=CC=CC=2)C2C=CC=CC=2)C=CC=CC=1.[Br:36]N1C(=O)CCC1=O. The catalyst is C(Cl)Cl. The product is [Br:36][CH2:15][C:4]1[CH:5]=[C:6]([C:9]2[N:10]=[N:11][N:12]([CH3:14])[N:13]=2)[CH:7]=[CH:8][C:3]=1[O:2][CH3:1]. The yield is 0.630. (4) The reactants are [B:1]([O-:7])([O-:6])[O:2][CH:3]([CH3:5])[CH3:4].O[C:9]([C:12](O)([CH3:14])[CH3:13])([CH3:11])[CH3:10]. No catalyst specified. The product is [CH:3]([O:2][B:1]1[O:7][C:12]([CH3:14])([CH3:13])[C:9]([CH3:11])([CH3:10])[O:6]1)([CH3:5])[CH3:4]. The yield is 0.875. (5) The reactants are [Cl:1][C:2]1[CH:7]=[CH:6][C:5]([S:8]([N:11]([CH2:19][C:20]2[CH:29]=[CH:28][C:23]([C:24]([O:26]C)=[O:25])=[CH:22][CH:21]=2)[CH:12]2[CH2:17][CH2:16][CH2:15][CH:14]([CH3:18])[CH2:13]2)(=[O:10])=[O:9])=[CH:4][CH:3]=1.O.[OH-].[Li+].Cl. The catalyst is C(#N)C. The product is [Cl:1][C:2]1[CH:3]=[CH:4][C:5]([S:8]([N:11]([CH2:19][C:20]2[CH:21]=[CH:22][C:23]([C:24]([OH:26])=[O:25])=[CH:28][CH:29]=2)[CH:12]2[CH2:17][CH2:16][CH2:15][CH:14]([CH3:18])[CH2:13]2)(=[O:9])=[O:10])=[CH:6][CH:7]=1. The yield is 0.710. (6) The reactants are [C:1]1([S:7][C:8]2[CH:9]=[C:10]3[C:15](=[CH:16][CH:17]=2)[C:14](=[O:18])[CH2:13][CH2:12][CH2:11]3)[CH:6]=[CH:5][CH:4]=[CH:3][CH:2]=1.[OH:19]OS([O-])=O.[K+].S([O-])(O[O-])(=O)=O.[K+].[K+].[OH2:33]. The catalyst is CO.CC#N. The product is [C:1]1([S:7]([C:8]2[CH:9]=[C:10]3[C:15](=[CH:16][CH:17]=2)[C:14](=[O:18])[CH2:13][CH2:12][CH2:11]3)(=[O:19])=[O:33])[CH:6]=[CH:5][CH:4]=[CH:3][CH:2]=1. The yield is 0.723. (7) The yield is 0.780. The product is [C:51]12([O:61][CH2:62][CH2:63][O:64][CH2:65][CH2:66][O:67][CH2:68][CH2:69][O:70][CH2:71][CH2:72][O:73][CH2:74][CH2:75][NH2:2])[CH2:60][CH:55]3[CH2:56][CH:57]([CH2:59][CH:53]([CH2:54]3)[CH2:52]1)[CH2:58]2. The reactants are C(C1C=CC(N2C(=O)C(C)(C)N(CCCC(O)=O)C2=S)=CC=1C(F)(F)F)#[N:2].C(Cl)CCl.C1C=CC2N(O)N=NC=2C=1.CCN(C(C)C)C(C)C.[C:51]12([O:61][CH:62](N)[CH2:63][O:64][CH2:65][CH2:66][O:67][CH2:68][CH2:69][O:70][CH2:71][CH2:72][O:73][CH2:74][CH3:75])[CH2:60][CH:55]3[CH2:56][CH:57]([CH2:59][CH:53]([CH2:54]3)[CH2:52]1)[CH2:58]2. The catalyst is C(Cl)Cl.[Na+].[Cl-]. (8) The reactants are [C:1]1([C:30]2[CH:35]=[CH:34][CH:33]=[CH:32][CH:31]=2)[CH:6]=[CH:5][CH:4]=[CH:3][C:2]=1[NH:7][C:8]([O:10][CH:11]1[CH2:16][CH2:15][N:14]([CH2:17][CH2:18][C:19](CNCCCCC(O)=O)=[O:20])[CH2:13][CH2:12]1)=[O:9].[O:36]1[CH2:40][CH2:39][O:38][CH:37]1[C:41]1[CH:46]=[CH:45][C:44]([NH2:47])=[CH:43][CH:42]=1.C([N:51]([CH2:55][CH3:56])[CH:52](C)C)(C)C.[OH:57]N1C2N=CC=CC=2N=N1.CCN=C=N[CH2:72][CH2:73][CH2:74]N(C)C.Cl. The catalyst is C(Cl)Cl. The product is [O:36]1[CH2:40][CH2:39][O:38][CH:37]1[C:41]1[CH:46]=[CH:45][C:44]([NH:47][C:72]([CH2:73][CH2:74][CH2:56][CH2:55][N:51]([CH3:52])[C:19]([CH2:18][CH2:17][N:14]2[CH2:15][CH2:16][CH:11]([O:10][C:8](=[O:9])[NH:7][C:2]3[CH:3]=[CH:4][CH:5]=[CH:6][C:1]=3[C:30]3[CH:35]=[CH:34][CH:33]=[CH:32][CH:31]=3)[CH2:12][CH2:13]2)=[O:20])=[O:57])=[CH:43][CH:42]=1. The yield is 1.00. (9) The reactants are [CH3:1][O:2][C:3]1[CH:4]=[C:5]([CH2:19][C:20]([O:22]C(C)(C)C)=[O:21])[CH:6]=[CH:7][C:8]=1[NH:9][C:10]([NH:12][C:13]1[CH:18]=[CH:17][CH:16]=[CH:15][CH:14]=1)=[O:11]. The catalyst is FC(F)(F)C(O)=O. The product is [CH3:1][O:2][C:3]1[CH:4]=[C:5]([CH2:19][C:20]([OH:22])=[O:21])[CH:6]=[CH:7][C:8]=1[NH:9][C:10]([NH:12][C:13]1[CH:18]=[CH:17][CH:16]=[CH:15][CH:14]=1)=[O:11]. The yield is 0.990.